Dataset: Forward reaction prediction with 1.9M reactions from USPTO patents (1976-2016). Task: Predict the product of the given reaction. (1) Given the reactants [CH2:1]([O:3][C:4]([N:6]1[CH2:11][CH2:10][N:9]([C:12]([CH2:14][C:15]([C:17]2[CH:26]=[CH:25][C:24]3[C:19](=[CH:20][CH:21]=[CH:22][CH:23]=3)[C:18]=2[NH:27][CH2:28][C:29]([O:31]C(C)(C)C)=[O:30])=[O:16])=[O:13])[CH2:8][CH2:7]1)=[O:5])[CH3:2].C(O)(C(F)(F)F)=O.C([O-])(O)=O.[Na+], predict the reaction product. The product is: [CH2:1]([O:3][C:4]([N:6]1[CH2:11][CH2:10][N:9]([C:12]([CH2:14][C:15]([C:17]2[CH:26]=[CH:25][C:24]3[C:19](=[CH:20][CH:21]=[CH:22][CH:23]=3)[C:18]=2[NH:27][CH2:28][C:29]([OH:31])=[O:30])=[O:16])=[O:13])[CH2:8][CH2:7]1)=[O:5])[CH3:2]. (2) Given the reactants [CH3:1][O:2][CH2:3][C:4](=[S:6])[NH2:5].Br[CH2:8][C:9](=O)[C:10]([O:12][CH2:13][CH3:14])=[O:11].S([O-])([O-])(=O)=O.[Mg+2], predict the reaction product. The product is: [CH2:13]([O:12][C:10]([C:9]1[N:5]=[C:4]([CH2:3][O:2][CH3:1])[S:6][CH:8]=1)=[O:11])[CH3:14]. (3) The product is: [CH2:1]([O:3][C:4]([C:5]1[N:10]=[CH:11][N:7]([C:9]2[CH:18]=[CH:19][CH:20]=[C:14]([Br:13])[CH:15]=2)[CH:6]=1)=[O:12])[CH3:2]. Given the reactants [CH2:1]([O:3][C:4](=[O:12])/[C:5](/[N+:10]#[C-:11])=[CH:6]/[N:7]([CH3:9])C)[CH3:2].[Br:13][C:14]1[CH:15]=C([CH:18]=[CH:19][CH:20]=1)N, predict the reaction product. (4) Given the reactants Cl[C:2]1[N:7]=[C:6]([CH3:8])[C:5]([CH:9]([CH2:14][CH2:15][CH3:16])[C:10]([O:12][CH3:13])=[O:11])=[C:4]([C:17]2[CH:22]=[CH:21][CH:20]=[CH:19][CH:18]=2)[N:3]=1.[Br-].[CH2:24]([Zn+])[C:25]1[CH:30]=[CH:29][CH:28]=[CH:27][CH:26]=1, predict the reaction product. The product is: [CH2:24]([C:2]1[N:7]=[C:6]([CH3:8])[C:5]([CH:9]([CH2:14][CH2:15][CH3:16])[C:10]([O:12][CH3:13])=[O:11])=[C:4]([C:17]2[CH:22]=[CH:21][CH:20]=[CH:19][CH:18]=2)[N:3]=1)[C:25]1[CH:30]=[CH:29][CH:28]=[CH:27][CH:26]=1. (5) Given the reactants [O:1]([CH2:8][C@H:9]([NH2:11])[CH3:10])[C:2]1[CH:7]=[CH:6][CH:5]=[CH:4][CH:3]=1.[F:12][C:13]([F:20])([F:19])[C:14](OCC)=[O:15], predict the reaction product. The product is: [F:12][C:13]([F:20])([F:19])[C:14]([NH:11][C@H:9]([CH3:10])[CH2:8][O:1][C:2]1[CH:7]=[CH:6][CH:5]=[CH:4][CH:3]=1)=[O:15]. (6) Given the reactants [H-].[Na+].[C:3]([NH:13][NH:14][C:15]([O:17][C:18]([CH3:21])([CH3:20])[CH3:19])=[O:16])([O:5][CH2:6][C:7]1[CH:12]=[CH:11][CH:10]=[CH:9][CH:8]=1)=[O:4].Cl[CH2:23][C:24]([CH2:26]Cl)=[CH2:25], predict the reaction product. The product is: [C:18]([O:17][C:15]([N:14]1[CH2:26][C:24](=[CH2:23])[CH2:25][N:13]1[C:3]([O:5][CH2:6][C:7]1[CH:12]=[CH:11][CH:10]=[CH:9][CH:8]=1)=[O:4])=[O:16])([CH3:21])([CH3:20])[CH3:19]. (7) Given the reactants OC1CCCN(C2N=C3C=C(OCC4SC=C(C(C)C)N=4)C=CN3C(=O)C=2/C=C/C(OC(C)(C)C)=O)C1.[CH2:38]([C:40]1[CH:41]=[C:42]([CH2:45][CH2:46][C:47]2[CH:72]=[CH:71][N:50]3[C:51](=[O:70])[C:52](/[CH:61]=[CH:62]/[C:63]([O:65]C(C)(C)C)=[O:64])=[C:53]([N:55]4[CH2:60][CH2:59][O:58][CH2:57][CH2:56]4)[N:54]=[C:49]3[CH:48]=2)[S:43][CH:44]=1)[CH3:39], predict the reaction product. The product is: [CH2:38]([C:40]1[CH:41]=[C:42]([CH2:45][CH2:46][C:47]2[CH:72]=[CH:71][N:50]3[C:51](=[O:70])[C:52](/[CH:61]=[CH:62]/[C:63]([OH:65])=[O:64])=[C:53]([N:55]4[CH2:60][CH2:59][O:58][CH2:57][CH2:56]4)[N:54]=[C:49]3[CH:48]=2)[S:43][CH:44]=1)[CH3:39].